Dataset: Reaction yield outcomes from USPTO patents with 853,638 reactions. Task: Predict the reaction yield, written as a fraction of the theoretical maximum amount of product (1.0 means a 100% yield; for example, 0.34 means a 34% yield). (1) The reactants are [Br:1][C:2]1[CH:13]=[C:12]([C:14](=O)[CH2:15][CH3:16])[C:5]2[O:6][CH:7]([CH3:11])[C:8](=[O:10])[NH:9][C:4]=2[CH:3]=1.C([SiH](CC)CC)C. The catalyst is C(O)(C(F)(F)F)=O. The product is [Br:1][C:2]1[CH:13]=[C:12]([CH2:14][CH2:15][CH3:16])[C:5]2[O:6][CH:7]([CH3:11])[C:8](=[O:10])[NH:9][C:4]=2[CH:3]=1. The yield is 0.505. (2) The reactants are [CH:1]([C:4]1[CH:9]=[CH:8][C:7]([CH:10]2[C:14]3[C:15]([CH3:32])=[C:16]([N:21]4[C:29](=O)[C:28]5[C:23](=[CH:24][CH:25]=[CH:26][CH:27]=5)[C:22]4=O)[C:17]([CH3:20])=[C:18]([CH3:19])[C:13]=3[O:12][C:11]2([CH3:34])[CH3:33])=[CH:6][CH:5]=1)([CH3:3])[CH3:2]. The catalyst is CCCCCC. The product is [CH:1]([C:4]1[CH:9]=[CH:8][C:7]([CH:10]2[C:14]3[C:15]([CH3:32])=[C:16]([N:21]4[CH2:22][C:23]5[C:28](=[CH:27][CH:26]=[CH:25][CH:24]=5)[CH2:29]4)[C:17]([CH3:20])=[C:18]([CH3:19])[C:13]=3[O:12][C:11]2([CH3:34])[CH3:33])=[CH:6][CH:5]=1)([CH3:3])[CH3:2]. The yield is 0.570. (3) The reactants are [NH2:1][C:2]1[C:11]2[C:6](=[CH:7][CH:8]=[CH:9][CH:10]=2)[CH:5]=[CH:4][CH:3]=1.C(N(CC)CC)C.Br[CH:20]([CH3:26])[C:21]([O:23][CH2:24][CH3:25])=[O:22]. The catalyst is CN(C)C=O. The product is [C:2]1([NH:1][CH:20]([CH3:26])[C:21]([O:23][CH2:24][CH3:25])=[O:22])[C:11]2[C:6](=[CH:7][CH:8]=[CH:9][CH:10]=2)[CH:5]=[CH:4][CH:3]=1. The yield is 0.730. (4) The reactants are C[Si](C)(C)[C:3]1[C:4]2[C:9](C=C3[C:16]=1[C:15](C#C)=[CH:14][CH:13]=[CH:12]3)=[CH:8][CH:7]=[CH:6][CH:5]=2.[CH2:21]1[CH2:25]O[CH2:23][CH2:22]1. The catalyst is CO.[OH-].[K+].O. The product is [C:22]([C:21]1[C:25]2[C:16]([CH:3]=[C:4]3[C:9]=1[CH:8]=[CH:7][CH:6]=[CH:5]3)=[CH:15][CH:14]=[CH:13][CH:12]=2)#[CH:23]. The yield is 0.858. (5) The reactants are [NH2:1][C:2]1[CH:3]=[CH:4][CH:5]=[C:6]2[C:11]=1[N:10]=[CH:9][CH:8]=[CH:7]2.C(N(CC)CC)C.[C:19](OC(=O)C)(=[O:21])[CH3:20].C([O-])(O)=O.[Na+]. The catalyst is CN(C)C1C=CN=CC=1.C(Cl)Cl. The product is [N:10]1[C:11]2[C:6](=[CH:5][CH:4]=[CH:3][C:2]=2[NH:1][C:19](=[O:21])[CH3:20])[CH:7]=[CH:8][CH:9]=1. The yield is 1.00. (6) The reactants are C(OC([NH:11][C:12]1[CH:17]=[CH:16][C:15]([CH2:18][CH2:19][CH2:20][C:21]2[N:22]([C:26]([O:28][C:29]([CH3:32])([CH3:31])[CH3:30])=[O:27])[CH:23]=[CH:24][N:25]=2)=[CH:14][CH:13]=1)=O)C1C=CC=CC=1. The catalyst is CCOC(C)=O.[Pd]. The product is [NH2:11][C:12]1[CH:17]=[CH:16][C:15]([CH2:18][CH2:19][CH2:20][C:21]2[N:22]([C:26]([O:28][C:29]([CH3:32])([CH3:31])[CH3:30])=[O:27])[CH:23]=[CH:24][N:25]=2)=[CH:14][CH:13]=1. The yield is 0.700.